From a dataset of Full USPTO retrosynthesis dataset with 1.9M reactions from patents (1976-2016). Predict the reactants needed to synthesize the given product. The reactants are: C([O:3][C:4]([CH:6]1[CH2:11][CH2:10][N:9]([C:12]([C:14]2([CH3:17])[CH2:16][CH2:15]2)=[O:13])[CH2:8][CH2:7]1)=[O:5])C.[Li+].[OH-].C1COCC1.O. Given the product [CH3:17][C:14]1([C:12]([N:9]2[CH2:8][CH2:7][CH:6]([C:4]([OH:5])=[O:3])[CH2:11][CH2:10]2)=[O:13])[CH2:15][CH2:16]1, predict the reactants needed to synthesize it.